Dataset: Full USPTO retrosynthesis dataset with 1.9M reactions from patents (1976-2016). Task: Predict the reactants needed to synthesize the given product. (1) Given the product [Br:2][C:3]1[CH:4]=[C:5]([CH2:10][N:12]2[CH2:17][CH2:16][CH2:15][CH2:14][CH2:13]2)[C:6]([NH2:9])=[N:7][CH:8]=1, predict the reactants needed to synthesize it. The reactants are: Br.[Br:2][C:3]1[CH:4]=[C:5]([CH2:10]Br)[C:6]([NH2:9])=[N:7][CH:8]=1.[NH:12]1[CH2:17][CH2:16][CH2:15][CH2:14][CH2:13]1. (2) Given the product [CH2:1]([O:8][CH2:9][C:10]([CH:13]1[N:14]2[CH:15]([CH2:42][C:41](=[O:43])[C:35]([C:36]([O:38][CH2:39][CH3:40])=[O:37])=[CH:34]2)[C:16]2[CH:17]=[C:18]([O:29][CH3:30])[C:19]([O:23][CH2:24][CH2:25][CH2:26][O:27][CH3:28])=[CH:20][C:21]=2[CH2:22]1)([CH3:12])[CH3:11])[C:2]1[CH:7]=[CH:6][CH:5]=[CH:4][CH:3]=1, predict the reactants needed to synthesize it. The reactants are: [CH2:1]([O:8][CH2:9][C:10]([CH:13]1[CH2:22][C:21]2[C:16](=[CH:17][C:18]([O:29][CH3:30])=[C:19]([O:23][CH2:24][CH2:25][CH2:26][O:27][CH3:28])[CH:20]=2)[CH:15]=[N:14]1)([CH3:12])[CH3:11])[C:2]1[CH:7]=[CH:6][CH:5]=[CH:4][CH:3]=1.C(O[CH:34]=[C:35]([C:41](=[O:43])[CH3:42])[C:36]([O:38][CH2:39][CH3:40])=[O:37])C. (3) The reactants are: [CH3:1][C:2]([O:5][C:6]([NH:8][C@H:9]([C:14]([NH:16][CH2:17][CH2:18][CH2:19][NH:20][CH2:21][CH3:22])=[O:15])[CH2:10][CH:11]([CH3:13])[CH3:12])=[O:7])([CH3:4])[CH3:3].[C:23]([C:25]1[CH:30]=[CH:29][CH:28]=[CH:27][C:26]=1[S:31](Cl)(=[O:33])=[O:32])#[N:24].C(N(CC)CC)C. Given the product [C:23]([C:25]1[CH:30]=[CH:29][CH:28]=[CH:27][C:26]=1[S:31]([N:20]([CH2:21][CH3:22])[CH2:19][CH2:18][CH2:17][NH:16][C:14](=[O:15])[C@H:9]([CH2:10][CH:11]([CH3:13])[CH3:12])[NH:8][C:6]([O:5][C:2]([CH3:4])([CH3:3])[CH3:1])=[O:7])(=[O:33])=[O:32])#[N:24], predict the reactants needed to synthesize it. (4) Given the product [Br:1][C:2]1[CH:3]=[C:4]2[C:8](=[CH:9][CH:10]=1)[C:19](=[O:20])[C:6]([CH3:7])([CH3:15])[CH2:5]2, predict the reactants needed to synthesize it. The reactants are: [Br:1][C:2]1[CH:3]=[C:4]2[C:8](=[CH:9][CH:10]=1)[C:7](=O)[CH2:6][CH2:5]2.[H-].[Na+].I[CH3:15].CN([CH:19]=[O:20])C. (5) Given the product [Cl:1][C:2]1[C:3]([C:16]2[C:24]3[C:19](=[CH:20][CH:21]=[CH:22][CH:23]=3)[N:18]([S:25]([C:28]3[CH:33]=[CH:32][CH:31]=[CH:30][CH:29]=3)(=[O:27])=[O:26])[CH:17]=2)=[N:4][C:5]([NH:8][C@@H:9]2[CH2:14][CH2:13][CH2:12][C@H:11]([NH:15][C:38](=[O:39])[C:37]3[CH:41]=[CH:42][C:43]([N+:45]([O-:47])=[O:46])=[CH:44][C:36]=3[F:35])[CH2:10]2)=[N:6][CH:7]=1, predict the reactants needed to synthesize it. The reactants are: [Cl:1][C:2]1[C:3]([C:16]2[C:24]3[C:19](=[CH:20][CH:21]=[CH:22][CH:23]=3)[N:18]([S:25]([C:28]3[CH:33]=[CH:32][CH:31]=[CH:30][CH:29]=3)(=[O:27])=[O:26])[CH:17]=2)=[N:4][C:5]([NH:8][C@@H:9]2[CH2:14][CH2:13][CH2:12][C@H:11]([NH2:15])[CH2:10]2)=[N:6][CH:7]=1.Cl.[F:35][C:36]1[CH:44]=[C:43]([N+:45]([O-:47])=[O:46])[CH:42]=[CH:41][C:37]=1[C:38](O)=[O:39].CN(C(ON1N=NC2C=CC=CC1=2)=[N+](C)C)C.F[P-](F)(F)(F)(F)F.CCN(C(C)C)C(C)C. (6) Given the product [Br:1][C:2]1[CH:8]=[CH:7][C:6]([N+:9]([O-:11])=[O:10])=[CH:5][C:3]=1[NH:4][C:21](=[O:23])[CH3:22], predict the reactants needed to synthesize it. The reactants are: [Br:1][C:2]1[CH:8]=[CH:7][C:6]([N+:9]([O-:11])=[O:10])=[CH:5][C:3]=1[NH2:4].CCN(C(C)C)C(C)C.[C:21](Cl)(=[O:23])[CH3:22].